This data is from Reaction yield outcomes from USPTO patents with 853,638 reactions. The task is: Predict the reaction yield, written as a fraction of the theoretical maximum amount of product (1.0 means a 100% yield; for example, 0.34 means a 34% yield). (1) The product is [CH2:26]([N:3]([CH2:1][CH3:2])[C:4](=[O:25])[CH2:5][C:6]1[C:7]([C:17]2[CH:18]=[CH:19][C:20]([OH:23])=[CH:21][CH:22]=2)=[N:8][N:9]2[C:14]([CH3:15])=[CH:13][C:12]([CH3:16])=[N:11][C:10]=12)[CH3:27]. The yield is 0.540. The catalyst is [Br-].C([P+](CCCC)(CCCC)CCCC)CCCCCCCCCCCCCCC. The reactants are [CH2:1]([N:3]([CH2:26][CH3:27])[C:4](=[O:25])[CH2:5][C:6]1[C:7]([C:17]2[CH:22]=[CH:21][C:20]([O:23]C)=[CH:19][CH:18]=2)=[N:8][N:9]2[C:14]([CH3:15])=[CH:13][C:12]([CH3:16])=[N:11][C:10]=12)[CH3:2].Br.C([O-])(O)=O.[Na+]. (2) The reactants are [O:1]1[C:5]2[CH:6]=[CH:7][C:8]([N:10]3[C:19]4[C:14](=[CH:15][CH:16]=[CH:17][CH:18]=4)[N:13]=[C:12]([C:20](Cl)=[O:21])[C:11]3=[O:23])=[CH:9][C:4]=2[O:3][CH2:2]1.[C:24]1(=[O:31])[CH2:29][CH2:28][CH2:27][C:26](=[O:30])[CH2:25]1.C(N(CC)CC)C.Cl. The catalyst is ClCCl.CC(C)(O)C#N.O.CO. The product is [O:1]1[C:5]2[CH:6]=[CH:7][C:8]([N:10]3[C:19]4[C:14](=[CH:15][CH:16]=[CH:17][CH:18]=4)[N:13]=[C:12]([C:20]([C:25]4[C:26](=[O:30])[CH2:27][CH2:28][CH2:29][C:24]=4[OH:31])=[O:21])[C:11]3=[O:23])=[CH:9][C:4]=2[O:3][CH2:2]1. The yield is 0.750. (3) The reactants are [C:1]([O:5][C:6](=[O:28])[C:7]1[CH:12]=[CH:11][C:10]([N:13]2[C:17]([C:18]3[CH:23]=[CH:22][CH:21]=[CH:20][CH:19]=3)=[CH:16][CH:15]=[C:14]2[CH2:24][CH2:25][C:26]#[N:27])=[CH:9][CH:8]=1)([CH3:4])([CH3:3])[CH3:2].[N:29]([Si](C)(C)C)=[N+:30]=[N-:31]. The catalyst is C1(C)C=CC=CC=1. The product is [C:1]([O:5][C:6](=[O:28])[C:7]1[CH:12]=[CH:11][C:10]([N:13]2[C:14]([CH2:24][CH2:25][C:26]3[NH:31][N:30]=[N:29][N:27]=3)=[CH:15][CH:16]=[C:17]2[C:18]2[CH:19]=[CH:20][CH:21]=[CH:22][CH:23]=2)=[CH:9][CH:8]=1)([CH3:4])([CH3:2])[CH3:3]. The yield is 0.620. (4) The reactants are [C:1]([OH:24])(=O)[CH2:2][CH2:3]/[CH:4]=[CH:5]\[CH2:6]/[CH:7]=[CH:8]\[CH2:9]/[CH:10]=[CH:11]\[CH2:12]/[CH:13]=[CH:14]\[CH2:15]/[CH:16]=[CH:17]\[CH2:18]/[CH:19]=[CH:20]\[CH2:21][CH3:22].CCN=C=[N:29][CH2:30][CH2:31][CH2:32]N(C)C.C1C=CC2N([OH:45])N=NC=2C=1.CCN(CC)CC. The catalyst is C(Cl)Cl. The product is [OH:45][CH2:32][CH2:31][CH2:30][NH:29][C:1](=[O:24])[CH2:2][CH2:3]/[CH:4]=[CH:5]\[CH2:6]/[CH:7]=[CH:8]\[CH2:9]/[CH:10]=[CH:11]\[CH2:12]/[CH:13]=[CH:14]\[CH2:15]/[CH:16]=[CH:17]\[CH2:18]/[CH:19]=[CH:20]\[CH2:21][CH3:22]. The yield is 0.780. (5) The catalyst is Cl.O1CCOCC1. The yield is 0.660. The product is [CH:27]([N:23]1[C:22]([C:16]2[N:15]=[C:14]3[N:18]([CH2:19][CH2:20][O:21][C:12]4[CH:11]=[C:10]([O:9][C@@H:7]([CH3:8])[C:6]([OH:32])=[O:5])[N:31]=[CH:30][C:13]=43)[CH:17]=2)=[N:26][CH:25]=[N:24]1)([CH3:29])[CH3:28]. The reactants are C([O:5][C:6](=[O:32])[C@@H:7]([O:9][C:10]1[N:31]=[CH:30][C:13]2[C:14]3[N:18]([CH2:19][CH2:20][O:21][C:12]=2[CH:11]=1)[CH:17]=[C:16]([C:22]1[N:23]([CH:27]([CH3:29])[CH3:28])[N:24]=[CH:25][N:26]=1)[N:15]=3)[CH3:8])(C)(C)C. (6) The reactants are C[O:2][C:3]([C@@H:5]1[CH2:8][CH2:7][N:6]1[C:9]1[C:18]([N+:19]([O-])=O)=[CH:17][C:12]([C:13]([O:15][CH3:16])=[O:14])=[CH:11][N:10]=1)=O.P(OC1C=CC=CC=1)(OC1C=CC=CC=1)OC1C=CC=CC=1. The catalyst is ClCCl.[NH4+].[O-][V](=O)=O.[Pt]. The product is [O:2]=[C:3]1[NH:19][C:18]2[CH:17]=[C:12]([C:13]([O:15][CH3:16])=[O:14])[CH:11]=[N:10][C:9]=2[N:6]2[CH2:7][CH2:8][C@@H:5]12. The yield is 0.820. (7) The reactants are [OH:1][C:2]1[CH:7]=[CH:6][C:5]([C:8]([C:10]2[CH:15]=[CH:14][C:13]([OH:16])=[CH:12][CH:11]=2)=O)=[CH:4][CH:3]=1.[C:17]([C:21]1[CH:26]=[CH:25][C:24]([O:27][CH2:28][C:29]([O:31][CH2:32][CH3:33])=[O:30])=[CH:23][CH:22]=1)(=O)[CH2:18][CH3:19]. No catalyst specified. The product is [CH2:18]([C:17]([C:21]1[CH:26]=[CH:25][C:24]([O:27][CH2:28][C:29]([O:31][CH2:32][CH3:33])=[O:30])=[CH:23][CH:22]=1)=[C:8]([C:10]1[CH:15]=[CH:14][C:13]([OH:16])=[CH:12][CH:11]=1)[C:5]1[CH:6]=[CH:7][C:2]([OH:1])=[CH:3][CH:4]=1)[CH3:19]. The yield is 0.700. (8) The reactants are [N+:1]([C:4]1[CH:12]=[C:11]2[C:7]([CH:8]=[CH:9][NH:10]2)=[CH:6][CH:5]=1)([O-:3])=[O:2].[C:13]([O-])([O-])=O.[K+].[K+].CI.O. The catalyst is CN(C=O)C. The product is [CH3:13][N:10]1[C:11]2[C:7](=[CH:6][CH:5]=[C:4]([N+:1]([O-:3])=[O:2])[CH:12]=2)[CH:8]=[CH:9]1. The yield is 0.980. (9) The reactants are C[O:2][C:3](=[O:26])[C:4]1[CH:9]=[CH:8][C:7]([O:10][CH2:11][CH2:12][N:13]2[CH2:18][CH2:17][N:16]([CH2:19][CH2:20][C:21]([CH3:24])([CH3:23])[CH3:22])[CH2:15][CH2:14]2)=[C:6]([CH3:25])[CH:5]=1.[OH-].[Na+]. The catalyst is O1CCOCC1. The product is [CH3:22][C:21]([CH3:24])([CH3:23])[CH2:20][CH2:19][N:16]1[CH2:17][CH2:18][N:13]([CH2:12][CH2:11][O:10][C:7]2[CH:8]=[CH:9][C:4]([C:3]([OH:26])=[O:2])=[CH:5][C:6]=2[CH3:25])[CH2:14][CH2:15]1. The yield is 1.00. (10) The reactants are [F:1][C:2]1[CH:7]=[CH:6][C:5]([CH2:8][C:9]#[N:10])=[CH:4][CH:3]=1.CC([O-])(C)C.[K+].Br[C:18]1[CH:19]=[CH:20][C:21]([C:24]([F:27])([F:26])[F:25])=[N:22][CH:23]=1. The catalyst is COCCOC. The product is [F:1][C:2]1[CH:7]=[CH:6][C:5]([CH:8]([C:18]2[CH:23]=[N:22][C:21]([C:24]([F:27])([F:26])[F:25])=[CH:20][CH:19]=2)[C:9]#[N:10])=[CH:4][CH:3]=1. The yield is 0.518.